The task is: Predict which catalyst facilitates the given reaction.. This data is from Catalyst prediction with 721,799 reactions and 888 catalyst types from USPTO. (1) Reactant: Br[C:2]1[CH:7]=[C:6](Br)[CH:5]=[C:4]([Br:9])[CH:3]=1.[C:10]1([NH:16][C:17]2[CH:29]=[CH:28][C:20]3[O:21][C:22]4[CH:27]=[CH:26][CH:25]=[CH:24][C:23]=4[C:19]=3[CH:18]=2)[CH:15]=[CH:14][CH:13]=[CH:12][CH:11]=1.[CH:43]1[CH:48]=[CH:47][C:46](P([C:43]2[CH:48]=[CH:47][CH:46]=[CH:45][CH:44]=2)[C:43]2[CH:48]=[CH:47][CH:46]=[CH:45][CH:44]=2)=[CH:45][CH:44]=1.[CH3:49][C:50]([O-:53])(C)[CH3:51].[Na+]. Product: [Br:9][C:4]1[CH:5]=[C:6]([N:16]([C:43]2[CH:44]=[CH:45][C:46]3[O:53][C:50]4[CH:51]=[CH:29][CH:17]=[CH:18][C:49]=4[C:47]=3[CH:48]=2)[C:10]2[CH:15]=[CH:14][CH:13]=[CH:12][CH:11]=2)[CH:7]=[C:2]([N:16]([C:17]2[CH:29]=[CH:28][C:20]3[O:21][C:22]4[CH:27]=[CH:26][CH:25]=[CH:24][C:23]=4[C:19]=3[CH:18]=2)[C:10]2[CH:15]=[CH:14][CH:13]=[CH:12][CH:11]=2)[CH:3]=1. The catalyst class is: 187. (2) Product: [Cl:8][C:6]1[CH:5]=[C:4](/[CH:9]=[CH:10]/[C:11]([N:38]2[CH2:43][CH2:42][CH:41]([CH2:44][CH2:45][NH:46][C:47](=[O:53])[O:48][C:49]([CH3:51])([CH3:50])[CH3:52])[CH2:40][CH2:39]2)=[O:13])[CH:3]=[C:2]([Cl:1])[CH:7]=1. Reactant: [Cl:1][C:2]1[CH:3]=[C:4](/[CH:9]=[CH:10]/[C:11]([OH:13])=O)[CH:5]=[C:6]([Cl:8])[CH:7]=1.CN(C(ON1N=NC2C=CC=NC1=2)=[N+](C)C)C.F[P-](F)(F)(F)(F)F.[NH:38]1[CH2:43][CH2:42][CH:41]([CH2:44][CH2:45][NH:46][C:47](=[O:53])[O:48][C:49]([CH3:52])([CH3:51])[CH3:50])[CH2:40][CH2:39]1.CCN(C(C)C)C(C)C. The catalyst class is: 179. (3) Reactant: [OH:1][C:2]([C:4](F)(F)F)=O.[F:8][C:9]1[CH:37]=[C:36]([F:38])[CH:35]=[CH:34][C:10]=1[O:11][CH:12]1[CH2:17][CH2:16][N:15]([C:18]2[N:19]=[C:20]3[CH2:33][CH2:32][NH:31][CH2:30][C:21]3=[N:22][C:23]=2[NH:24][C@@H:25]([CH3:29])[CH2:26][O:27][CH3:28])[CH2:14][CH2:13]1.N1C=CC=CC=1.C(OC(=O)C)(=O)C. Product: [F:8][C:9]1[CH:37]=[C:36]([F:38])[CH:35]=[CH:34][C:10]=1[O:11][CH:12]1[CH2:13][CH2:14][N:15]([C:18]2[N:19]=[C:20]3[CH2:33][CH2:32][N:31]([C:2](=[O:1])[CH3:4])[CH2:30][C:21]3=[N:22][C:23]=2[NH:24][C@@H:25]([CH3:29])[CH2:26][O:27][CH3:28])[CH2:16][CH2:17]1. The catalyst class is: 2. (4) Reactant: ClC1C=CC=CC=1C1N=C2C=CC=CN2C=1C(O)=O.[Cl:20][C:21]1[CH:26]=[CH:25][C:24]([Cl:27])=[CH:23][C:22]=1[C:28]1[N:29]=[C:30]2[CH2:35][CH2:34][CH2:33][CH2:32][N:31]2[C:36]=1[C:37]([O:39]CC)=[O:38].[Li+].[OH-]. Product: [Cl:20][C:21]1[CH:26]=[CH:25][C:24]([Cl:27])=[CH:23][C:22]=1[C:28]1[N:29]=[C:30]2[CH2:35][CH2:34][CH2:33][CH2:32][N:31]2[C:36]=1[C:37]([OH:39])=[O:38]. The catalyst class is: 5. (5) The catalyst class is: 20. Reactant: Br.C([O:5][CH2:6][C:7]1[N:11]([CH2:12][C:13]2[CH:14]=[C:15]([C:21]3[CH:26]=[CH:25][CH:24]=[CH:23][C:22]=3[CH3:27])[C:16]([C:19]#[N:20])=[CH:17][CH:18]=2)[CH:10]=[N:9][CH:8]=1)(=O)C.O.[OH-].[Li+]. Product: [OH:5][CH2:6][C:7]1[N:11]([CH2:12][C:13]2[CH:14]=[C:15]([C:21]3[CH:26]=[CH:25][CH:24]=[CH:23][C:22]=3[CH3:27])[C:16]([C:19]#[N:20])=[CH:17][CH:18]=2)[CH:10]=[N:9][CH:8]=1. (6) Reactant: [H-].[Na+].[NH:3]1[CH2:9][CH2:8][CH2:7][CH2:6][C:5]2[CH:10]=[CH:11][CH:12]=[CH:13][C:4]1=2.Br[CH2:15][C:16](=[O:22])[C:17]([O:19][CH2:20][CH3:21])=[O:18]. Product: [CH2:20]([O:19][C:17](=[O:18])[C:16](=[O:22])[CH2:15][N:3]1[CH2:9][CH2:8][CH2:7][CH2:6][C:5]2[CH:10]=[CH:11][CH:12]=[CH:13][C:4]1=2)[CH3:21]. The catalyst class is: 9.